This data is from Peptide-MHC class I binding affinity with 185,985 pairs from IEDB/IMGT. The task is: Regression. Given a peptide amino acid sequence and an MHC pseudo amino acid sequence, predict their binding affinity value. This is MHC class I binding data. The peptide sequence is IISLKYTRK. The MHC is HLA-B51:01 with pseudo-sequence HLA-B51:01. The binding affinity (normalized) is 0.0847.